This data is from Reaction yield outcomes from USPTO patents with 853,638 reactions. The task is: Predict the reaction yield, written as a fraction of the theoretical maximum amount of product (1.0 means a 100% yield; for example, 0.34 means a 34% yield). The reactants are [NH2:1][C:2]1[CH:3]=[C:4]([CH:8]=[CH:9][C:10]=1[CH3:11])[C:5]([OH:7])=[O:6].[CH:12]([O-:17])([O-])[O:13][CH2:14][CH3:15].[N+:18]([CH2:21][C:22](OCC)=O)([O-])=O.[C:27](O)(=O)C. The catalyst is [Fe]. The product is [CH2:14]([O:13][C:12]([C:21]1[N:18]=[CH:27][N:1]([C:2]2[CH:3]=[C:4]([C:5]([OH:7])=[O:6])[CH:8]=[CH:9][C:10]=2[CH3:11])[CH:22]=1)=[O:17])[CH3:15]. The yield is 0.213.